This data is from Full USPTO retrosynthesis dataset with 1.9M reactions from patents (1976-2016). The task is: Predict the reactants needed to synthesize the given product. (1) Given the product [CH2:1]([O:3][C:4](=[O:67])[CH2:5][CH2:6][C:7]([C:10]1[CH:11]=[C:12]2[C:20](=[CH:21][CH:22]=1)[N:19]([CH2:23][CH:24]([CH2:29][CH3:30])[CH2:25][CH2:26][CH2:27][CH3:28])[C:18]1[C:13]2=[CH:14][C:15]([C:35](=[O:66])[C:36]2[CH:41]=[CH:40][C:39]([N:42]3[C:54]4[CH:53]=[CH:52][C:51]([C:55](=[N:64][O:65][C:73](=[O:79])[CH3:74])[CH2:56][CH2:57][C:58]([O:60][CH2:61][CH2:62][CH3:63])=[O:59])=[CH:50][C:49]=4[C:48]4[C:43]3=[CH:44][CH:45]=[CH:46][CH:47]=4)=[CH:38][CH:37]=2)=[C:16]2[CH:34]=[CH:33][CH:32]=[CH:31][C:17]2=1)=[N:8][O:9][C:75](=[O:77])[CH3:76])[CH3:2], predict the reactants needed to synthesize it. The reactants are: [CH2:1]([O:3][C:4](=[O:67])[CH2:5][CH2:6][C:7]([C:10]1[CH:11]=[C:12]2[C:20](=[CH:21][CH:22]=1)[N:19]([CH2:23][CH:24]([CH2:29][CH3:30])[CH2:25][CH2:26][CH2:27][CH3:28])[C:18]1[C:13]2=[CH:14][C:15]([C:35](=[O:66])[C:36]2[CH:41]=[CH:40][C:39]([N:42]3[C:54]4[CH:53]=[CH:52][C:51]([C:55](=[N:64][OH:65])[CH2:56][CH2:57][C:58]([O:60][CH2:61][CH2:62][CH3:63])=[O:59])=[CH:50][C:49]=4[C:48]4[C:43]3=[CH:44][CH:45]=[CH:46][CH:47]=4)=[CH:38][CH:37]=2)=[C:16]2[CH:34]=[CH:33][CH:32]=[CH:31][C:17]2=1)=[N:8][OH:9])[CH3:2].C(N([CH2:73][CH3:74])CC)C.[C:75](Cl)(=[O:77])[CH3:76].[OH2:79]. (2) Given the product [OH:8][C:9]1[CH:17]=[CH:16][C:15]2[N:14]3[CH2:18][CH2:19][C@H:20]([CH2:21][C:22]([O:24][C:25]([CH3:28])([CH3:27])[CH3:26])=[O:23])[C:13]3=[CH:12][C:11]=2[CH:10]=1, predict the reactants needed to synthesize it. The reactants are: C([O:8][C:9]1[CH:17]=[CH:16][C:15]2[N:14]3[CH2:18][CH2:19][C@H:20]([CH2:21][C:22]([O:24][C:25]([CH3:28])([CH3:27])[CH3:26])=[O:23])[C:13]3=[CH:12][C:11]=2[CH:10]=1)C1C=CC=CC=1.C([O-])=O.[NH4+]. (3) Given the product [NH2:11][C@H:12]1[CH:18]2[CH2:19][CH2:20][CH:14]([CH:15]3[CH:17]2[CH2:16]3)[C@H:13]1[C:21]([O:23][CH3:24])=[O:22], predict the reactants needed to synthesize it. The reactants are: C(OC([NH:11][C@H:12]1[CH:18]2[CH:19]=[CH:20][CH:14]([CH:15]3[CH:17]2[CH2:16]3)[C@H:13]1[C:21]([O:23][CH3:24])=[O:22])=O)C1C=CC=CC=1.